Dataset: Full USPTO retrosynthesis dataset with 1.9M reactions from patents (1976-2016). Task: Predict the reactants needed to synthesize the given product. (1) Given the product [NH2:1][C:2]1[CH:9]=[CH:8][C:5]([CH2:6][NH:7][C:19]2[CH:20]=[CH:21][C:22]([N+:24]([O-:26])=[O:25])=[CH:23][C:18]=2[N+:15]([O-:17])=[O:16])=[CH:4][CH:3]=1, predict the reactants needed to synthesize it. The reactants are: [NH2:1][C:2]1[CH:9]=[CH:8][C:5]([CH2:6][NH2:7])=[CH:4][CH:3]=1.C([O-])(O)=O.[Na+].[N+:15]([C:18]1[CH:23]=[C:22]([N+:24]([O-:26])=[O:25])[CH:21]=[CH:20][C:19]=1F)([O-:17])=[O:16]. (2) Given the product [NH2:47][C:48]([C:15]1[N:14]2[C:8]3[CH:7]=[CH:6][C:5]([Cl:4])=[CH:42][C:9]=3[C@@H:10]([C:32]3[CH:37]=[CH:36][CH:35]=[C:34]([O:38][CH3:39])[C:33]=3[O:40][CH3:41])[O:11][C@H:12]([CH2:18][C:19]([N:21]3[CH2:26][CH2:25][CH:24]([CH2:27][C:28]([O:30][CH3:31])=[O:29])[CH2:23][CH2:22]3)=[O:20])[C:13]2=[CH:17][CH:16]=1)=[O:49], predict the reactants needed to synthesize it. The reactants are: C(#N)C.[Cl:4][C:5]1[CH:6]=[CH:7][C:8]2[N:14]3[CH:15]=[CH:16][CH:17]=[C:13]3[C@@H:12]([CH2:18][C:19]([N:21]3[CH2:26][CH2:25][CH:24]([CH2:27][C:28]([O:30][CH3:31])=[O:29])[CH2:23][CH2:22]3)=[O:20])[O:11][C@H:10]([C:32]3[CH:37]=[CH:36][CH:35]=[C:34]([O:38][CH3:39])[C:33]=3[O:40][CH3:41])[C:9]=2[CH:42]=1.ClS([N:47]=[C:48]=[O:49])(=O)=O.C(=O)([O-])O.[Na+]. (3) Given the product [OH:16][C:15]1[C:9]2[CH:8]=[C:7]([C:5]3[O:6][C:2]([CH3:3])=[CH:1][N:4]=3)[S:11][C:10]=2[CH:12]=[CH:13][CH:14]=1, predict the reactants needed to synthesize it. The reactants are: [CH2:1]([NH:4][C:5]([C:7]1[S:11][C:10]2[CH:12]=[CH:13][CH:14]=[C:15]([O:16]COC)[C:9]=2[CH:8]=1)=[O:6])[C:2]#[CH:3]. (4) Given the product [CH3:1][O:2][C:3](=[O:19])[CH2:4][C:5]1[C:13]2[C:8](=[CH:9][C:10]([OH:14])=[CH:11][CH:12]=2)[N:7]([C:16](=[O:18])[CH3:17])[CH:6]=1, predict the reactants needed to synthesize it. The reactants are: [CH3:1][O:2][C:3](=[O:19])[CH2:4][C:5]1[C:13]2[C:8](=[CH:9][C:10]([O:14]C)=[CH:11][CH:12]=2)[N:7]([C:16](=[O:18])[CH3:17])[CH:6]=1.B(Br)(Br)Br. (5) Given the product [CH2:58]([N:65]1[C:70](=[O:71])[CH2:69][CH2:68][C:67]([CH2:72][C:5]2[C:4]3[C:8](=[CH:9][CH:10]=[C:2]([F:1])[CH:3]=3)[N:7]([CH2:11][C:12]([O:14][CH3:15])=[O:13])[C:6]=2[CH3:16])=[N:66]1)[C:59]1[CH:60]=[CH:61][CH:62]=[CH:63][CH:64]=1, predict the reactants needed to synthesize it. The reactants are: [F:1][C:2]1[CH:3]=[C:4]2[C:8](=[CH:9][CH:10]=1)[N:7]([CH2:11][C:12]([O:14][CH3:15])=[O:13])[C:6]([CH3:16])=[C:5]2CC1C=NC(OC)=CC=1.FC1C=C(C=C(F)C=1)CN1C(=O)C=CC(CC2C3C(=CC=C(F)C=3)N(CC(O)=O)C=2C)=C1.[CH2:58]([N:65]1[C:70](=[O:71])[CH2:69][CH2:68][C:67]([CH:72]=O)=[N:66]1)[C:59]1[CH:64]=[CH:63][CH:62]=[CH:61][CH:60]=1.C([SiH](CC)CC)C.FC(F)(F)C(O)=O. (6) Given the product [NH2:10][CH2:9][C@@H:8]([N:21]1[CH2:29][C:28]2[C:23](=[CH:24][CH:25]=[C:26]([C:30]3[N:34]([CH3:35])[N:33]=[CH:32][CH:31]=3)[CH:27]=2)[C:22]1=[O:36])[CH2:7][CH:1]1[CH2:2][CH2:3][CH2:4][CH2:5][CH2:6]1, predict the reactants needed to synthesize it. The reactants are: [CH:1]1([CH2:7][C@H:8]([N:21]2[CH2:29][C:28]3[C:23](=[CH:24][CH:25]=[C:26]([C:30]4[N:34]([CH3:35])[N:33]=[CH:32][CH:31]=4)[CH:27]=3)[C:22]2=[O:36])[CH2:9][N:10]2C(=O)C3C(=CC=CC=3)C2=O)[CH2:6][CH2:5][CH2:4][CH2:3][CH2:2]1.CO.NN. (7) Given the product [F:17][C:16]1[C:2]([F:1])=[C:3]([O:4][CH2:5][CH2:6][N:7]2[CH2:8][CH2:9][O:10][CH2:11][CH2:12]2)[CH:13]=[CH:14][C:15]=1[CH:33]=[O:34], predict the reactants needed to synthesize it. The reactants are: [F:1][C:2]1[C:16]([F:17])=[CH:15][CH:14]=[CH:13][C:3]=1[O:4][CH2:5][CH2:6][N:7]1[CH2:12][CH2:11][O:10][CH2:9][CH2:8]1.CN(C)CCN(C)C.C([Li])CCC.CN(C)[CH:33]=[O:34].[Cl-].[NH4+]. (8) Given the product [NH2:8][C@@H:9]([CH2:43][C:44]1[CH:49]=[CH:48][CH:47]=[CH:46][CH:45]=1)[CH2:10][C@H:11]([OH:15])[C@@H:12]([NH:13][C:18](=[O:19])[O:20][CH2:21][C:22]1[CH:23]=[CH:24][CH:25]=[CH:26][CH:27]=1)[CH2:28][C:29]1[CH:34]=[CH:33][C:32]([C:35]2[CH:40]=[CH:39][CH:38]=[C:37]([O:41][CH3:42])[N:36]=2)=[CH:31][CH:30]=1, predict the reactants needed to synthesize it. The reactants are: C(OC([NH:8][C@@H:9]([CH2:43][C:44]1[CH:49]=[CH:48][CH:47]=[CH:46][CH:45]=1)[CH2:10][C@@H:11]1[O:15]C(C)(C)[N:13]([C:18]([O:20][CH2:21][C:22]2[CH:27]=[CH:26][CH:25]=[CH:24][CH:23]=2)=[O:19])[C@H:12]1[CH2:28][C:29]1[CH:34]=[CH:33][C:32]([C:35]2[CH:40]=[CH:39][CH:38]=[C:37]([O:41][CH3:42])[N:36]=2)=[CH:31][CH:30]=1)=O)(C)(C)C.Cl. (9) Given the product [CH3:38][C@@H:25]1[C:26](=[CH2:1])[CH2:27][C@@H:28]2[C@:33]([CH3:34])([CH2:32][CH2:31][CH2:30][C:29]2([CH3:36])[CH3:35])[C@H:24]1[C:22]([C:16]1[CH:15]=[C:14]([O:13][CH3:12])[CH:19]=[C:18]([O:20][CH3:21])[CH:17]=1)=[O:23], predict the reactants needed to synthesize it. The reactants are: [CH3:1]C([O-])(C)C.[K+].C1COCC1.[CH3:12][O:13][C:14]1[CH:15]=[C:16]([C:22]([C@@H:24]2[C@:33]3([CH3:34])[C@H:28]([C:29]([CH3:36])([CH3:35])[CH2:30][CH2:31][CH2:32]3)[CH2:27][C:26](=O)[C@H:25]2[CH3:38])=[O:23])[CH:17]=[C:18]([O:20][CH3:21])[CH:19]=1.C([O-])(O)=O.[Na+].